The task is: Predict the reactants needed to synthesize the given product.. This data is from Full USPTO retrosynthesis dataset with 1.9M reactions from patents (1976-2016). (1) Given the product [Br:1][C:2]1[CH:7]=[CH:6][C:5]([C:11]2[C:10]([F:9])=[CH:15][CH:14]=[CH:13][C:12]=2[F:16])=[CH:4][CH:3]=1, predict the reactants needed to synthesize it. The reactants are: [Br:1][C:2]1[CH:7]=[CH:6][C:5](I)=[CH:4][CH:3]=1.[F:9][C:10]1[CH:15]=[CH:14][CH:13]=[C:12]([F:16])[C:11]=1[B-](F)(F)F.[K+].P([O-])([O-])([O-])=O.[K+].[K+].[K+].C(O)C. (2) Given the product [Cl:1][C:2]1[C:3]2[C:10]3([CH2:26][CH2:25][CH2:24][CH2:23]3)[C:9](=[O:11])[NH:8][C:4]=2[N:5]=[CH:6][N:7]=1, predict the reactants needed to synthesize it. The reactants are: [Cl:1][C:2]1[C:3]2[CH2:10][C:9](=[O:11])[NH:8][C:4]=2[N:5]=[CH:6][N:7]=1.C[Si](C)(C)[N-][Si](C)(C)C.[Li+].I[CH2:23][CH2:24][CH2:25][CH2:26]I. (3) Given the product [Cl:1][C:2]1[CH:10]=[C:9]([C:11]([F:14])([F:13])[F:12])[CH:8]=[CH:7][C:3]=1[C:4]([NH:34][CH2:33][C:29]1[CH:28]=[C:27]([CH:32]=[CH:31][CH:30]=1)[O:26][C:23]1[CH:24]=[CH:25][C:20]([CH2:19][CH2:18][C:17]([OH:36])=[O:16])=[C:21]([CH3:35])[CH:22]=1)=[O:6], predict the reactants needed to synthesize it. The reactants are: [Cl:1][C:2]1[CH:10]=[C:9]([C:11]([F:14])([F:13])[F:12])[CH:8]=[CH:7][C:3]=1[C:4]([OH:6])=O.C[O:16][C:17](=[O:36])[CH2:18][CH2:19][C:20]1[CH:25]=[CH:24][C:23]([O:26][C:27]2[CH:32]=[CH:31][CH:30]=[C:29]([CH2:33][NH2:34])[CH:28]=2)=[CH:22][C:21]=1[CH3:35]. (4) Given the product [CH2:33]([C:30]1[CH:29]=[CH:28][C:27]([C:23]#[C:24][C:25]2[C:11]3[C:6](=[CH:7][CH:8]=[CH:9][CH:10]=3)[C:5]([C:12]#[C:13][C:14]3[CH:15]=[CH:16][C:17]([CH2:20][CH2:21][CH3:22])=[CH:18][CH:19]=3)=[CH:4][CH:26]=2)=[CH:32][CH:31]=1)[CH2:34][CH2:36][CH3:37], predict the reactants needed to synthesize it. The reactants are: BrC1[C:11]2[C:6](=[CH:7][CH:8]=[CH:9][CH:10]=2)[C:5]([C:12]#[C:13][C:14]2[CH:19]=[CH:18][C:17]([CH2:20][CH2:21][CH3:22])=[CH:16][CH:15]=2)=[CH:4]C=1.[CH2:23]([C:27]1[CH:32]=[CH:31][C:30]([C:33]#[CH:34])=[CH:29][CH:28]=1)[CH2:24][CH2:25][CH3:26].O.[CH3:36][CH2:37]CCCCC. (5) Given the product [Br:53][CH2:52][C:43]1[C:44]2[C:49](=[CH:48][C:47]([F:50])=[C:46]([Cl:51])[CH:45]=2)[N:41]([C:37]([CH3:40])([CH3:39])[CH3:38])[N:42]=1, predict the reactants needed to synthesize it. The reactants are: C(N1C2C(=CC(Cl)=C(F)C=2)C(C)=N1)(C)(C)C.CC(N=NC(C#N)(C)C)(C#N)C.C1C(=O)N(Br)C(=O)C1.[C:37]([N:41]1[C:49]2[C:44](=[CH:45][C:46]([Cl:51])=[C:47]([F:50])[CH:48]=2)[C:43]([CH:52](Br)[Br:53])=[N:42]1)([CH3:40])([CH3:39])[CH3:38]. (6) Given the product [O:4]1[C:8]2[CH:9]=[CH:10][C:11]([CH2:13][N:14]3[CH2:18][C@@H:17]([N:19]([C:29](=[O:35])[CH2:30][C:31]([CH3:34])([CH3:32])[CH3:33])[CH2:20][C:21]4[CH:26]=[CH:25][CH:24]=[C:23]([O:27][CH3:28])[CH:22]=4)[CH2:16][C@H:15]3[C:36]([OH:38])=[O:37])=[CH:12][C:7]=2[O:6][CH2:5]1, predict the reactants needed to synthesize it. The reactants are: O.[OH-].[Li+].[O:4]1[C:8]2[CH:9]=[CH:10][C:11]([CH2:13][N:14]3[CH2:18][C@@H:17]([N:19]([C:29](=[O:35])[CH2:30][C:31]([CH3:34])([CH3:33])[CH3:32])[CH2:20][C:21]4[CH:26]=[CH:25][CH:24]=[C:23]([O:27][CH3:28])[CH:22]=4)[CH2:16][C@H:15]3[C:36]([O:38]C)=[O:37])=[CH:12][C:7]=2[O:6][CH2:5]1.CO.